This data is from Reaction yield outcomes from USPTO patents with 853,638 reactions. The task is: Predict the reaction yield, written as a fraction of the theoretical maximum amount of product (1.0 means a 100% yield; for example, 0.34 means a 34% yield). (1) The reactants are CCN(CC)CC.[Br:8][C:9]1[CH:14]=[CH:13][C:12](B(O)O)=[CH:11][C:10]=1[Cl:18].[NH2:19][C:20]1[C:40]([CH:41]2[CH2:43][CH2:42]2)=[CH:39][C:23]2[C:24]([C:34]([O:36][CH2:37][CH3:38])=[O:35])=[C:25]([C:27]3[CH:32]=[CH:31][C:30]([Cl:33])=[CH:29][CH:28]=3)[O:26][C:22]=2[CH:21]=1.CCOC(C)=O. The catalyst is C(Cl)Cl.C([O-])(=O)C.[Cu+2].C([O-])(=O)C. The product is [Br:8][C:9]1[CH:14]=[CH:13][C:12]([NH:19][C:20]2[C:40]([CH:41]3[CH2:43][CH2:42]3)=[CH:39][C:23]3[C:24]([C:34]([O:36][CH2:37][CH3:38])=[O:35])=[C:25]([C:27]4[CH:28]=[CH:29][C:30]([Cl:33])=[CH:31][CH:32]=4)[O:26][C:22]=3[CH:21]=2)=[CH:11][C:10]=1[Cl:18]. The yield is 0.880. (2) The reactants are [Cl:1][C:2]1[CH:3]=[C:4]([NH2:25])[C:5]([NH:9][CH:10]2[CH2:15][CH2:14][N:13]([C@H:16]3[CH2:21][CH2:20][C@H:19]([O:22][CH2:23][CH3:24])[CH2:18][CH2:17]3)[CH2:12][CH2:11]2)=[CH:6][C:7]=1[CH3:8].C(N(C(C)C)CC)(C)C.Cl[C:36](Cl)([O:38]C(=O)OC(Cl)(Cl)Cl)Cl.C([O-])(O)=O.[Na+]. The catalyst is ClCCl.O. The product is [ClH:1].[Cl:1][C:2]1[C:7]([CH3:8])=[CH:6][C:5]2[N:9]([CH:10]3[CH2:15][CH2:14][N:13]([C@H:16]4[CH2:21][CH2:20][C@H:19]([O:22][CH2:23][CH3:24])[CH2:18][CH2:17]4)[CH2:12][CH2:11]3)[C:36](=[O:38])[NH:25][C:4]=2[CH:3]=1. The yield is 0.700. (3) The reactants are [CH3:1][N:2]([CH3:20])[C:3]1[CH:19]=[CH:18][C:6]([C:7]([N:9]2[CH:14]3[CH2:15][CH2:16][CH:10]2[CH2:11][C:12](=[O:17])[CH2:13]3)=[O:8])=[CH:5][CH:4]=1.[BH4-].[Na+]. The catalyst is CO. The product is [CH3:1][N:2]([CH3:20])[C:3]1[CH:4]=[CH:5][C:6]([C:7]([N:9]2[CH:14]3[CH2:15][CH2:16][CH:10]2[CH2:11][CH:12]([OH:17])[CH2:13]3)=[O:8])=[CH:18][CH:19]=1. The yield is 0.570. (4) The reactants are I[C:2]1[S:3][CH:4]=[CH:5][CH:6]=1.[CH2:7]([O:11][P:12]([C:19]1[CH:20]=[C:21]([C:37]2[S:38][C:39]([Sn](CCCC)(CCCC)CCCC)=[C:40]([P:42]([O:49][CH2:50][CH2:51][CH2:52][CH3:53])([O:44][CH2:45][CH2:46][CH2:47][CH3:48])=[O:43])[CH:41]=2)[S:22][C:23]=1[Sn:24]([CH2:33][CH2:34][CH2:35][CH3:36])([CH2:29]CCC)[CH2:25][CH2:26][CH2:27][CH3:28])([O:14][CH2:15][CH2:16][CH2:17][CH3:18])=[O:13])[CH2:8][CH2:9][CH3:10].[F-].[K+].[C:69]1(C)[CH:74]=CC=C[CH:70]=1. No catalyst specified. The product is [CH2:45]([O:44][P:42]([C:40]1[CH:41]=[C:37]([C:21]2[S:22][C:23]([Sn:24]([CH2:33][CH2:34][CH2:35][CH3:36])([CH2:25][CH2:26][CH2:27][CH3:28])[CH2:29][CH2:70][CH2:69][CH3:74])=[C:19]([P:12]([O:11][CH2:7][CH2:8][CH2:9][CH3:10])([O:14][CH2:15][CH2:16][CH2:17][CH3:18])=[O:13])[CH:20]=2)[S:38][C:39]=1[C:2]1[S:3][CH:4]=[CH:5][CH:6]=1)([O:49][CH2:50][CH2:51][CH2:52][CH3:53])=[O:43])[CH2:46][CH2:47][CH3:48]. The yield is 0.530. (5) The reactants are O=P(Cl)(Cl)Cl.[Br:6][C:7]1[CH:8]=[C:9]([C:20]([F:23])([F:22])[F:21])[C:10]2[N:11]([CH:13]=[C:14]([C:16]([O:18][CH3:19])=[O:17])[N:15]=2)[CH:12]=1.CN(C)[CH:26]=[O:27]. No catalyst specified. The product is [Br:6][C:7]1[CH:8]=[C:9]([C:20]([F:22])([F:23])[F:21])[C:10]2[N:11]([C:13]([CH:26]=[O:27])=[C:14]([C:16]([O:18][CH3:19])=[O:17])[N:15]=2)[CH:12]=1. The yield is 0.600. (6) The reactants are [Br:1][C:2]1[C:9]([CH3:10])=[CH:8][CH:7]=[C:6](F)[C:3]=1[C:4]#[N:5].O.[NH2:13][NH2:14]. The catalyst is C(O)C. The product is [Br:1][C:2]1[C:9]([CH3:10])=[CH:8][CH:7]=[C:6]2[C:3]=1[C:4]([NH2:5])=[N:13][NH:14]2. The yield is 0.620. (7) The reactants are [N+:1]([C:4]1[CH:5]=[N:6][CH:7]=[CH:8][C:9]=1[C:10]1[O:15][C@H:14]([CH:16]=[CH2:17])[C@@H:13]([OH:18])[C@H:12]([OH:19])[CH:11]=1)([O-:3])=[O:2].N1C=CN=C1.[CH3:25][C:26]([Si:29](Cl)([CH3:31])[CH3:30])([CH3:28])[CH3:27]. The catalyst is CN(C=O)C.O. The product is [Si:29]([O:19][C@@H:12]1[CH:11]=[C:10]([C:9]2[CH:8]=[CH:7][N:6]=[CH:5][C:4]=2[N+:1]([O-:3])=[O:2])[O:15][C@H:14]([CH:16]=[CH2:17])[C@H:13]1[OH:18])([C:26]([CH3:28])([CH3:27])[CH3:25])([CH3:31])[CH3:30]. The yield is 0.820. (8) The reactants are [Zn](CC)[CH2:2]C.C(I)I.[Cl:9][C:10]1[CH:11]=[C:12]([C:17]2[CH2:21][CH2:20][CH:19]([OH:22])[CH:18]=2)[CH:13]=[CH:14][C:15]=1[Cl:16]. The catalyst is C(Cl)Cl. The product is [Cl:9][C:10]1[CH:11]=[C:12]([C:17]23[CH2:2][CH:18]2[CH:19]([OH:22])[CH2:20][CH2:21]3)[CH:13]=[CH:14][C:15]=1[Cl:16]. The yield is 0.640. (9) The reactants are [Cl:1][C:2]1[N:3]([C@@H:15]2[O:21][C@H:20]([CH2:22][OH:23])[C@@H:18]([OH:19])[C@H:16]2[OH:17])[C:4]2[C:9]([C:10]=1[CH:11]=O)=[CH:8][C:7]([Cl:13])=[C:6]([Cl:14])[CH:5]=2.[CH3:24][C:25]([NH:27][NH2:28])=[O:26].O. The catalyst is CO. The product is [Cl:1][CH:2]1[C:10](=[C:11]=[N:28][NH:27][C:25](=[O:26])[CH3:24])[C:9]2[C:4](=[CH:5][C:6]([Cl:14])=[C:7]([Cl:13])[CH:8]=2)[N:3]1[C@@H:15]1[O:21][C@H:20]([CH2:22][OH:23])[C@@H:18]([OH:19])[C@H:16]1[OH:17]. The yield is 0.560.